Dataset: Forward reaction prediction with 1.9M reactions from USPTO patents (1976-2016). Task: Predict the product of the given reaction. The product is: [CH2:2]([N:4]([CH2:5][CH3:6])[C:12](=[S:13])[S-:14])[CH3:3].[Zn+2:1].[CH2:2]([N:4]([CH2:5][CH3:6])[C:12](=[S:13])[S-:14])[CH3:3]. Given the reactants [Zn:1].[CH2:2]([NH:4][CH2:5][CH3:6])[CH3:3].[OH-].[NH4+].C(=O)=O.[C:12](=[S:14])=[S:13], predict the reaction product.